From a dataset of Full USPTO retrosynthesis dataset with 1.9M reactions from patents (1976-2016). Predict the reactants needed to synthesize the given product. (1) Given the product [C:1]([OH:8])(=[O:7])[CH2:2][CH2:3][C:4]([OH:6])=[O:5].[C:11]1(=[O:16])[NH:10][C:14](=[O:15])[CH2:13][CH2:12]1, predict the reactants needed to synthesize it. The reactants are: [C:1]([OH:8])(=[O:7])[CH2:2][CH2:3][C:4]([OH:6])=[O:5].O[N:10]1[C:14](=[O:15])[CH2:13][CH2:12][C:11]1=[O:16].C1(N=C=NC2CCCCC2)CCCCC1. (2) Given the product [CH2:30]([O:29][C:27](=[O:28])[CH2:26][O:25][C:20]1[CH:21]=[CH:22][C:23]([C:7](=[O:8])[CH3:6])=[CH:24][C:19]=1[O:18][CH2:17][C:16]([O:15][CH2:13][CH3:14])=[O:32])[CH3:31], predict the reactants needed to synthesize it. The reactants are: Cl(O)(=O)(=O)=O.[CH3:6][C:7](OC(C)=O)=[O:8].[CH2:13]([O:15][C:16](=[O:32])[CH2:17][O:18][C:19]1[CH:24]=[CH:23][CH:22]=[CH:21][C:20]=1[O:25][CH2:26][C:27]([O:29][CH2:30][CH3:31])=[O:28])[CH3:14].